Dataset: NCI-60 drug combinations with 297,098 pairs across 59 cell lines. Task: Regression. Given two drug SMILES strings and cell line genomic features, predict the synergy score measuring deviation from expected non-interaction effect. (1) Drug 1: CN1C(=O)N2C=NC(=C2N=N1)C(=O)N. Drug 2: CC1=C(C(=O)C2=C(C1=O)N3CC4C(C3(C2COC(=O)N)OC)N4)N. Cell line: HCT116. Synergy scores: CSS=45.8, Synergy_ZIP=-4.09, Synergy_Bliss=-6.03, Synergy_Loewe=-12.4, Synergy_HSA=-1.42. (2) Drug 1: CCC1(CC2CC(C3=C(CCN(C2)C1)C4=CC=CC=C4N3)(C5=C(C=C6C(=C5)C78CCN9C7C(C=CC9)(C(C(C8N6C=O)(C(=O)OC)O)OC(=O)C)CC)OC)C(=O)OC)O.OS(=O)(=O)O. Drug 2: CS(=O)(=O)CCNCC1=CC=C(O1)C2=CC3=C(C=C2)N=CN=C3NC4=CC(=C(C=C4)OCC5=CC(=CC=C5)F)Cl. Cell line: SNB-75. Synergy scores: CSS=21.4, Synergy_ZIP=0.672, Synergy_Bliss=4.98, Synergy_Loewe=-0.378, Synergy_HSA=4.03. (3) Drug 1: C1CCC(C1)C(CC#N)N2C=C(C=N2)C3=C4C=CNC4=NC=N3. Drug 2: C1C(C(OC1N2C=C(C(=O)NC2=O)F)CO)O. Cell line: UACC-257. Synergy scores: CSS=12.6, Synergy_ZIP=-5.02, Synergy_Bliss=-2.84, Synergy_Loewe=-20.4, Synergy_HSA=-5.09. (4) Synergy scores: CSS=2.20, Synergy_ZIP=-1.26, Synergy_Bliss=-1.24, Synergy_Loewe=-1.11, Synergy_HSA=-1.79. Drug 2: CC=C1C(=O)NC(C(=O)OC2CC(=O)NC(C(=O)NC(CSSCCC=C2)C(=O)N1)C(C)C)C(C)C. Drug 1: CC(CN1CC(=O)NC(=O)C1)N2CC(=O)NC(=O)C2. Cell line: NCI/ADR-RES. (5) Drug 1: CN1CCC(CC1)COC2=C(C=C3C(=C2)N=CN=C3NC4=C(C=C(C=C4)Br)F)OC. Drug 2: CC=C1C(=O)NC(C(=O)OC2CC(=O)NC(C(=O)NC(CSSCCC=C2)C(=O)N1)C(C)C)C(C)C. Cell line: CCRF-CEM. Synergy scores: CSS=23.2, Synergy_ZIP=-1.65, Synergy_Bliss=-8.36, Synergy_Loewe=-59.4, Synergy_HSA=-8.45. (6) Drug 1: C1=CC(=CC=C1CCC2=CNC3=C2C(=O)NC(=N3)N)C(=O)NC(CCC(=O)O)C(=O)O. Drug 2: CC1CCC2CC(C(=CC=CC=CC(CC(C(=O)C(C(C(=CC(C(=O)CC(OC(=O)C3CCCCN3C(=O)C(=O)C1(O2)O)C(C)CC4CCC(C(C4)OC)O)C)C)O)OC)C)C)C)OC. Cell line: U251. Synergy scores: CSS=39.5, Synergy_ZIP=-5.21, Synergy_Bliss=-5.88, Synergy_Loewe=0.00731, Synergy_HSA=1.22. (7) Drug 1: C1CN(P(=O)(OC1)NCCCl)CCCl. Drug 2: CC1CCCC2(C(O2)CC(NC(=O)CC(C(C(=O)C(C1O)C)(C)C)O)C(=CC3=CSC(=N3)C)C)C. Cell line: SN12C. Synergy scores: CSS=38.0, Synergy_ZIP=-0.312, Synergy_Bliss=-1.35, Synergy_Loewe=-10.5, Synergy_HSA=1.34. (8) Drug 1: CC1=CC=C(C=C1)C2=CC(=NN2C3=CC=C(C=C3)S(=O)(=O)N)C(F)(F)F. Drug 2: C1=CN(C(=O)N=C1N)C2C(C(C(O2)CO)O)O.Cl. Cell line: SR. Synergy scores: CSS=53.2, Synergy_ZIP=8.32, Synergy_Bliss=12.2, Synergy_Loewe=-30.4, Synergy_HSA=9.61.